Predict the product of the given reaction. From a dataset of Forward reaction prediction with 1.9M reactions from USPTO patents (1976-2016). Given the reactants II.[Mg].[C:4]([O:7][C:8]1[C:13]([CH:14](Br)[CH2:15][CH2:16]Br)=[CH:12][CH:11]=[CH:10][C:9]=1[Cl:19])(=[O:6])[CH3:5].Cl, predict the reaction product. The product is: [C:4]([O:7][C:8]1[C:13]([CH:14]2[CH2:16][CH2:15]2)=[CH:12][CH:11]=[CH:10][C:9]=1[Cl:19])(=[O:6])[CH3:5].